This data is from Catalyst prediction with 721,799 reactions and 888 catalyst types from USPTO. The task is: Predict which catalyst facilitates the given reaction. Reactant: [CH3:1][C:2]1[CH:3]=[C:4]([O:13][C:14]2[CH:19]=[CH:18][N:17]=[CH:16][C:15]=2[N+:20]([O-])=O)[N:5]([C:7]2[CH:12]=[CH:11][CH:10]=[CH:9][CH:8]=2)[N:6]=1. Product: [CH3:1][C:2]1[CH:3]=[C:4]([O:13][C:14]2[CH:19]=[CH:18][N:17]=[CH:16][C:15]=2[NH2:20])[N:5]([C:7]2[CH:8]=[CH:9][CH:10]=[CH:11][CH:12]=2)[N:6]=1. The catalyst class is: 19.